Dataset: Reaction yield outcomes from USPTO patents with 853,638 reactions. Task: Predict the reaction yield, written as a fraction of the theoretical maximum amount of product (1.0 means a 100% yield; for example, 0.34 means a 34% yield). (1) The reactants are [N:1]([CH2:4][C:5]1[CH:13]=[CH:12][C:8]([C:9]([OH:11])=[O:10])=[C:7]([Cl:14])[CH:6]=1)=[N+:2]=[N-:3].O[N:16]1[C:20](=[O:21])[CH2:19][CH2:18][C:17]1=[O:22].C1(N=C=NC2CCCCC2)CCCCC1. The catalyst is O1CCCC1. The product is [N:1]([CH2:4][C:5]1[CH:13]=[CH:12][C:8]([C:9]([O:11][N:16]2[C:20](=[O:21])[CH2:19][CH2:18][C:17]2=[O:22])=[O:10])=[C:7]([Cl:14])[CH:6]=1)=[N+:2]=[N-:3]. The yield is 0.970. (2) The reactants are C(OC(=O)[NH:7][C@H:8]1[CH2:13][CH2:12][C@@H:11]([NH:14][C:15]([C:17]2[C:18]([NH:24][C:25]3[CH:30]=[CH:29][CH:28]=[C:27]([O:31][CH2:32][CH2:33][N:34]4[CH2:39][CH2:38][O:37][CH2:36][CH2:35]4)[CH:26]=3)=[N:19][CH:20]=[C:21]([F:23])[CH:22]=2)=[O:16])[CH2:10][CH2:9]1)(C)(C)C.C(N1C=CN=C1)(N1C=CN=C1)=O.[H-].[Na+]. The catalyst is CN(C)C=O. The product is [NH2:7][C@@H:8]1[CH2:9][CH2:10][C@H:11]([NH:14][C:15](=[O:16])[C:17]2[CH:22]=[C:21]([F:23])[CH:20]=[N:19][C:18]=2[NH:24][C:25]2[CH:30]=[CH:29][CH:28]=[C:27]([O:31][CH2:32][CH2:33][N:34]3[CH2:39][CH2:38][O:37][CH2:36][CH2:35]3)[CH:26]=2)[CH2:12][CH2:13]1. The yield is 0.940. (3) The reactants are [CH:1]1[C:10]2[C:5](=[CH:6][CH:7]=[CH:8][CH:9]=2)[CH:4]=[CH:3][C:2]=1[C:11]1[C:19]2[C:14](=[CH:15][CH:16]=[C:17]([C:20]#[N:21])[CH:18]=2)[NH:13][N:12]=1.[N:22]([Sn](CCCC)(CCCC)CCCC)=[N+:23]=[N-:24]. The catalyst is C1(C)C=CC=CC=1. The product is [CH:1]1[C:10]2[C:5](=[CH:6][CH:7]=[CH:8][CH:9]=2)[CH:4]=[CH:3][C:2]=1[C:11]1[C:19]2[C:14](=[CH:15][CH:16]=[C:17]([C:20]3[NH:24][N:23]=[N:22][N:21]=3)[CH:18]=2)[NH:13][N:12]=1. The yield is 0.643. (4) The reactants are [CH3:1][N:2]1[CH2:7][CH2:6][C:5]2[N:8]=[C:9]([NH2:11])[S:10][C:4]=2[CH2:3]1.Br[C:13]1[C:14](=[O:21])[N:15]([CH3:20])[CH:16]=[C:17]([Br:19])[CH:18]=1. No catalyst specified. The product is [Br:19][C:17]1[CH:18]=[C:13]([NH:11][C:9]2[S:10][C:4]3[CH2:3][N:2]([CH3:1])[CH2:7][CH2:6][C:5]=3[N:8]=2)[C:14](=[O:21])[N:15]([CH3:20])[CH:16]=1. The yield is 0.520. (5) The reactants are [H-].[Na+].[F:3][C:4]1([F:17])[O:16][C:7]2=[CH:8][C:9]3[NH:13][C:12](=[S:14])[NH:11][C:10]=3[CH:15]=[C:6]2[O:5]1.[N+]([C:21]1[O:25][C:24]([CH:26]=[O:27])=[CH:23][CH:22]=1)([O-])=O. The catalyst is O1CCCC1. The product is [F:17][C:4]1([F:3])[O:5][C:6]2=[CH:15][C:10]3[NH:11][C:12]([S:14][C:21]4[O:25][C:24]([CH:26]=[O:27])=[CH:23][CH:22]=4)=[N:13][C:9]=3[CH:8]=[C:7]2[O:16]1. The yield is 0.560.